Dataset: Full USPTO retrosynthesis dataset with 1.9M reactions from patents (1976-2016). Task: Predict the reactants needed to synthesize the given product. The reactants are: [N:1]([CH:4]([C:8]1[CH:9]=[N:10][CH:11]=[CH:12][C:13]=1[C:14]([F:17])([F:16])[F:15])[CH:5]([CH3:7])[CH3:6])=[N+]=[N-].[CH3:18]P(C)C.C=O.[BH4-].[Na+].C(=O)([O-])O.[Na+]. Given the product [CH3:18][NH:1][CH:4]([C:8]1[CH:9]=[N:10][CH:11]=[CH:12][C:13]=1[C:14]([F:17])([F:16])[F:15])[CH:5]([CH3:7])[CH3:6], predict the reactants needed to synthesize it.